From a dataset of Catalyst prediction with 721,799 reactions and 888 catalyst types from USPTO. Predict which catalyst facilitates the given reaction. (1) Reactant: C([O:3][C:4](=[O:32])[CH2:5][CH2:6][C:7]1[CH:12]=[CH:11][CH:10]=[C:9]([N:13]2[C:17]([NH:18][C:19](=[O:27])[C:20]3[CH:25]=[CH:24][C:23]([Cl:26])=[CH:22][CH:21]=3)=[CH:16][C:15]([C:28]([CH3:31])([CH3:30])[CH3:29])=[N:14]2)[CH:8]=1)C.[Li+].[OH-]. Product: [C:28]([C:15]1[CH:16]=[C:17]([NH:18][C:19](=[O:27])[C:20]2[CH:21]=[CH:22][C:23]([Cl:26])=[CH:24][CH:25]=2)[N:13]([C:9]2[CH:8]=[C:7]([CH2:6][CH2:5][C:4]([OH:32])=[O:3])[CH:12]=[CH:11][CH:10]=2)[N:14]=1)([CH3:31])([CH3:29])[CH3:30]. The catalyst class is: 5. (2) Reactant: [NH2:1][C@@H:2]([C:6]([OH:8])=[O:7])[CH2:3][CH2:4][CH3:5].Cl[C:10]([O:12][CH2:13][CH3:14])=[O:11]. Product: [CH2:13]([O:12][C:10]([NH:1][C@@H:2]([C:6]([OH:8])=[O:7])[CH2:3][CH2:4][CH3:5])=[O:11])[CH3:14]. The catalyst class is: 74. (3) Product: [CH3:1][C:2]1[CH:7]=[CH:6][CH:5]=[CH:4][C:3]=1[CH:8]([C:20]1[CH:25]=[CH:24][CH:23]=[CH:22][C:21]=1[CH3:26])[N:9]1[CH:14]=[CH:13][CH:12]=[C:11]([C:15]([OH:17])=[O:16])[C:10]1=[O:19]. Reactant: [CH3:1][C:2]1[CH:7]=[CH:6][CH:5]=[CH:4][C:3]=1[CH:8]([C:20]1[CH:25]=[CH:24][CH:23]=[CH:22][C:21]=1[CH3:26])[N:9]1[CH:14]=[CH:13][CH:12]=[C:11]([C:15]([O:17]C)=[O:16])[C:10]1=[O:19]. The catalyst class is: 562.